Dataset: Forward reaction prediction with 1.9M reactions from USPTO patents (1976-2016). Task: Predict the product of the given reaction. (1) The product is: [CH:1]1([CH2:4][CH2:5][N:6]2[C:11](=[O:12])[C:10]([C:13]([NH:54][CH2:29][C:41]([OH:43])=[O:42])=[O:14])=[C:9]([OH:18])[C:8]([C:19]3[CH:20]=[CH:21][CH:22]=[CH:23][CH:24]=3)=[N:7]2)[CH2:2][CH2:3]1. Given the reactants [CH:1]1([CH2:4][CH2:5][N:6]2[C:11](=[O:12])[C:10]([C:13](OCC)=[O:14])=[C:9]([OH:18])[C:8]([C:19]3[CH:24]=[CH:23][CH:22]=[CH:21][CH:20]=3)=[N:7]2)[CH2:3][CH2:2]1.[H-].[Na+].OC1C(C2C=CC=CC=2)=NNC(=O)[C:29]=1[C:41]([O:43]CC)=[O:42].BrCCC1CC1.Cl.C[N:54](C)C=O, predict the reaction product. (2) Given the reactants [C:1]([C:4]1[C:5]([O:19][CH3:20])=[C:6]([CH:12]2[CH2:17][NH:16][C:15](=[O:18])[CH2:14][O:13]2)[C:7]([CH3:11])=[C:8]([Cl:10])[CH:9]=1)(=[O:3])[CH3:2].[BH4-].[Na+], predict the reaction product. The product is: [Cl:10][C:8]1[C:7]([CH3:11])=[C:6]([CH:12]2[CH2:17][NH:16][C:15](=[O:18])[CH2:14][O:13]2)[C:5]([O:19][CH3:20])=[C:4]([CH:1]([OH:3])[CH3:2])[CH:9]=1. (3) Given the reactants [Cl:1][C:2]1[N:7]=[C:6]([O:8][CH3:9])[C:5]([N+:10]([O-])=O)=[C:4](C)[N:3]=1.S(S([O-])=O)([O-])=O.[Na+].[Na+], predict the reaction product. The product is: [Cl:1][C:2]1[N:7]=[C:6]([O:8][CH3:9])[C:5]([NH2:10])=[CH:4][N:3]=1. (4) Given the reactants [Br:1][C:2]1[CH:13]=[N:12][C:5]2[NH:6][C:7](=O)[CH2:8][O:9][CH2:10][C:4]=2[CH:3]=1.[BH4-].[Na+].[NH4+].[Cl-].C([O-])(O)=O.[Na+], predict the reaction product. The product is: [Br:1][C:2]1[CH:13]=[N:12][C:5]2[NH:6][CH2:7][CH2:8][O:9][CH2:10][C:4]=2[CH:3]=1.